Task: Predict the reaction yield, written as a fraction of the theoretical maximum amount of product (1.0 means a 100% yield; for example, 0.34 means a 34% yield).. Dataset: Reaction yield outcomes from USPTO patents with 853,638 reactions (1) The product is [Cl:17][C:3]1[N:4]=[CH:5][N:6]=[C:7]2[C:2]=1[C:1]1[CH:13]=[CH:12][CH:11]=[CH:10][C:9]=1[S:8]2. The yield is 0.410. The reactants are [C:1]12[CH:13]=[CH:12][CH:11]=[CH:10][C:9]=1[S:8][C:7]1[C:2]2=[C:3](O)[N:4]=[CH:5][N:6]=1.O=P(Cl)(Cl)[Cl:17]. The catalyst is O1CCOCC1. (2) The reactants are [NH2:1][C:2]1[C:10]([N+:11]([O-:13])=[O:12])=[CH:9][C:5]([C:6]([OH:8])=O)=[C:4]([C:14]([O:16]C)=O)[C:3]=1[CH3:18].CCN=C=NCCCN(C)C.Cl.C1C=CC2N(O)N=NC=2C=1.[CH3:41][N:42]([CH3:46])[CH2:43][CH2:44][NH2:45]. The catalyst is C1COCC1.C(N(CC)CC)C. The product is [NH2:1][C:2]1[C:3]([CH3:18])=[C:4]2[C:5](=[CH:9][C:10]=1[N+:11]([O-:13])=[O:12])[C:6](=[O:8])[N:45]([CH2:44][CH2:43][N:42]([CH3:46])[CH3:41])[C:14]2=[O:16]. The yield is 0.900. (3) The reactants are [F:1][C:2]1[C:3]([N:26]2[CH2:29][CH:28]([NH:30]C(=O)OC(C)(C)C)[CH2:27]2)=[N:4][C:5]([C:8]2[CH:12]=[C:11]([C:13]3[CH:17]=[CH:16][O:15][N:14]=3)[N:10]([CH2:18][C:19]3[CH:24]=[CH:23][CH:22]=[CH:21][C:20]=3[F:25])[N:9]=2)=[N:6][CH:7]=1.C(O)(C(F)(F)F)=O. The catalyst is ClCCl. The product is [F:1][C:2]1[C:3]([N:26]2[CH2:27][CH:28]([NH2:30])[CH2:29]2)=[N:4][C:5]([C:8]2[CH:12]=[C:11]([C:13]3[CH:17]=[CH:16][O:15][N:14]=3)[N:10]([CH2:18][C:19]3[CH:24]=[CH:23][CH:22]=[CH:21][C:20]=3[F:25])[N:9]=2)=[N:6][CH:7]=1. The yield is 0.360. (4) The reactants are O[CH:2]=[C:3]1[C:11]2[C:6](=[CH:7][C:8]([C:12]([C:14]3[CH:15]=[C:16]([NH:20][C:21]([C:23]4[C:24]([CH3:30])=[N:25][N:26]([CH3:29])[C:27]=4[CH3:28])=[O:22])[CH:17]=[CH:18][CH:19]=3)=[O:13])=[CH:9][CH:10]=2)[NH:5][C:4]1=[O:31].[CH3:32][N:33]1[CH2:38][CH2:37][N:36]([C:39]2[CH:44]=[CH:43][C:42]([NH2:45])=[CH:41][CH:40]=2)[CH2:35][CH2:34]1. The catalyst is C1COCC1. The product is [CH3:32][N:33]1[CH2:34][CH2:35][N:36]([C:39]2[CH:44]=[CH:43][C:42]([NH:45][CH:2]=[C:3]3[C:11]4[C:6](=[CH:7][C:8]([C:12]([C:14]5[CH:15]=[C:16]([NH:20][C:21]([C:23]6[C:24]([CH3:30])=[N:25][N:26]([CH3:29])[C:27]=6[CH3:28])=[O:22])[CH:17]=[CH:18][CH:19]=5)=[O:13])=[CH:9][CH:10]=4)[NH:5][C:4]3=[O:31])=[CH:41][CH:40]=2)[CH2:37][CH2:38]1. The yield is 0.590.